From a dataset of Experimentally validated miRNA-target interactions with 360,000+ pairs, plus equal number of negative samples. Binary Classification. Given a miRNA mature sequence and a target amino acid sequence, predict their likelihood of interaction. The miRNA is hsa-miR-1260a with sequence AUCCCACCUCUGCCACCA. The protein sequence of the target gene is MCRCPPEHHDGRMTSAEVGAAAGGAQAAGPPEWPPGSPQALRQPGRARVAMAALVWLLAGASMSSLNKWIFTVHGFGRPLLLSALHMLVAALACHRGARRPMPGGTRCRVLLLSLTFGTSMACGNVGLRAVPLDLAQLVTTTTPLFTLALSALLLGRRHHPLQLAAMGPLCLGAACSLAGEFRTPPTGCGFLLAATCLRGLKSVQQSALLQEERLDAVTLLYATSLPSFCLLAGAALVLEAGVAPPPTAGDSRLWACILLSCLLSVLYNLASFSLLALTSALTVHVLGNLTVVGNLILSR.... Result: 1 (interaction).